This data is from Full USPTO retrosynthesis dataset with 1.9M reactions from patents (1976-2016). The task is: Predict the reactants needed to synthesize the given product. (1) Given the product [Br:14][CH2:2][C:3]1[CH:4]=[C:5]([OH:9])[CH:6]=[CH:7][CH:8]=1, predict the reactants needed to synthesize it. The reactants are: O[CH2:2][C:3]1[CH:4]=[C:5]([OH:9])[CH:6]=[CH:7][CH:8]=1.ClCCl.C(Br)(Br)(Br)[Br:14]. (2) Given the product [Br:15][CH2:13][C:5]1[CH:6]=[C:7]([N+:10]([O-:12])=[O:11])[CH:8]=[CH:9][C:4]=1[C:3]([O:2][CH3:1])=[O:14], predict the reactants needed to synthesize it. The reactants are: [CH3:1][O:2][C:3](=[O:14])[C:4]1[CH:9]=[CH:8][C:7]([N+:10]([O-:12])=[O:11])=[CH:6][C:5]=1[CH3:13].[Br:15]N1C(=O)CCC1=O. (3) Given the product [CH3:5][C:6]1[CH:7]=[C:8]([O:19][C:21]2[C:30]3[C:25](=[CH:26][C:27]([O:33][CH3:34])=[C:28]([O:31][CH3:32])[CH:29]=3)[N:24]=[CH:23][CH:22]=2)[C:9]([C:13]2[N:14]=[CH:15][CH:16]=[CH:17][N:18]=2)=[N:10][C:11]=1[CH3:12], predict the reactants needed to synthesize it. The reactants are: CS(C)=O.[CH3:5][C:6]1[CH:7]=[C:8]([OH:19])[C:9]([C:13]2[N:18]=[CH:17][CH:16]=[CH:15][N:14]=2)=[N:10][C:11]=1[CH3:12].Cl[C:21]1[C:30]2[C:25](=[CH:26][C:27]([O:33][CH3:34])=[C:28]([O:31][CH3:32])[CH:29]=2)[N:24]=[CH:23][CH:22]=1.C(=O)([O-])[O-].[Cs+].[Cs+]. (4) Given the product [CH2:1]([NH:8][C:9]1[N:14]([CH3:15])[C:13](=[O:16])[C:12]([C:29]2[CH:30]=[CH:31][C:26]([O:25][CH2:18][C:19]3[CH:20]=[CH:21][CH:22]=[CH:23][CH:24]=3)=[C:27]([F:35])[CH:28]=2)=[CH:11][N:10]=1)[C:2]1[CH:7]=[CH:6][CH:5]=[CH:4][CH:3]=1, predict the reactants needed to synthesize it. The reactants are: [CH2:1]([NH:8][C:9]1[N:14]([CH3:15])[C:13](=[O:16])[C:12](Br)=[CH:11][N:10]=1)[C:2]1[CH:7]=[CH:6][CH:5]=[CH:4][CH:3]=1.[CH2:18]([O:25][C:26]1[CH:31]=[CH:30][C:29](B(O)O)=[CH:28][C:27]=1[F:35])[C:19]1[CH:24]=[CH:23][CH:22]=[CH:21][CH:20]=1.[Cl-].[Li+]. (5) The reactants are: [F:1][C:2]1[CH:21]=[CH:20][C:5]([CH2:6][CH2:7][C:8]2[CH:17]=[CH:16][C:15]([O:18]C)=[CH:14][C:9]=2[C:10]([O:12]C)=[O:11])=[CH:4][CH:3]=1.Cl.N1C=CC=CC=1.CCCC(C)C. Given the product [F:1][C:2]1[CH:21]=[CH:20][C:5]([CH2:6][CH2:7][C:8]2[CH:17]=[CH:16][C:15]([OH:18])=[CH:14][C:9]=2[C:10]([OH:12])=[O:11])=[CH:4][CH:3]=1, predict the reactants needed to synthesize it. (6) Given the product [CH3:1][C:2]1[N:3]([CH2:35][C:36]([OH:38])=[O:37])[C:4]([C:29]2[CH:30]=[CH:31][CH:32]=[CH:33][CH:34]=2)=[C:5]([C:23]2[CH:24]=[CH:25][CH:26]=[CH:27][CH:28]=2)[C:6]=1[CH2:7][C:8]1[CH:13]=[CH:12][CH:11]=[CH:10][C:9]=1[S:14]([C:17]1[CH:22]=[CH:21][CH:20]=[CH:19][CH:18]=1)(=[O:15])=[O:16], predict the reactants needed to synthesize it. The reactants are: [CH3:1][C:2]1[N:3]([CH2:35][C:36]([O:38]CC)=[O:37])[C:4]([C:29]2[CH:34]=[CH:33][CH:32]=[CH:31][CH:30]=2)=[C:5]([C:23]2[CH:28]=[CH:27][CH:26]=[CH:25][CH:24]=2)[C:6]=1[CH2:7][C:8]1[CH:13]=[CH:12][CH:11]=[CH:10][C:9]=1[S:14]([C:17]1[CH:22]=[CH:21][CH:20]=[CH:19][CH:18]=1)(=[O:16])=[O:15].[OH-].[Li+].Cl.